From a dataset of Full USPTO retrosynthesis dataset with 1.9M reactions from patents (1976-2016). Predict the reactants needed to synthesize the given product. Given the product [CH2:17]([C:14]1[CH:15]=[CH:16][C:11]([C:4]2[C:3]([CH2:2][O:25][C:26]3[CH:31]=[CH:30][C:29]([CH2:32][CH2:33][C:34]([O:36][CH2:37][CH3:38])=[O:35])=[C:28]([CH3:39])[C:27]=3[CH3:40])=[C:7]([C:8]([CH3:10])=[CH2:9])[S:6][N:5]=2)=[CH:12][CH:13]=1)[CH3:18], predict the reactants needed to synthesize it. The reactants are: Cl[CH2:2][C:3]1[C:4]([C:11]2[CH:16]=[CH:15][C:14]([CH2:17][CH3:18])=[CH:13][CH:12]=2)=[N:5][S:6][C:7]=1[C:8]([CH3:10])=[CH2:9].C(=O)([O-])[O-].[K+].[K+].[OH:25][C:26]1[CH:31]=[CH:30][C:29]([CH2:32][CH2:33][C:34]([O:36][CH2:37][CH3:38])=[O:35])=[C:28]([CH3:39])[C:27]=1[CH3:40].C(OCC)(=O)C.